From a dataset of Forward reaction prediction with 1.9M reactions from USPTO patents (1976-2016). Predict the product of the given reaction. Given the reactants C([O:3][C:4](=[O:21])[C@@H:5]([O:19][CH3:20])[CH2:6][C:7]1[CH:12]=[CH:11][C:10]([C:13]#[C:14][CH2:15][CH2:16][CH2:17][OH:18])=[CH:9][CH:8]=1)C.[O:22]([C:29]1[CH:34]=[CH:33][C:32](O)=[CH:31][CH:30]=1)[C:23]1[CH:28]=[CH:27][CH:26]=[CH:25][CH:24]=1, predict the reaction product. The product is: [CH3:20][O:19][C@@H:5]([CH2:6][C:7]1[CH:8]=[CH:9][C:10]([C:13]#[C:14][CH2:15][CH2:16][CH2:17][O:18][C:32]2[CH:33]=[CH:34][C:29]([O:22][C:23]3[CH:28]=[CH:27][CH:26]=[CH:25][CH:24]=3)=[CH:30][CH:31]=2)=[CH:11][CH:12]=1)[C:4]([OH:3])=[O:21].